Dataset: Catalyst prediction with 721,799 reactions and 888 catalyst types from USPTO. Task: Predict which catalyst facilitates the given reaction. (1) Reactant: Cl.[C:2]([O:5][CH2:6][C:7]([C:9]1[C:10]([CH:16]2[CH2:21][CH2:20][NH:19][CH2:18][C:17]2([F:23])[F:22])=[N:11][C:12]([CH3:15])=[N:13][CH:14]=1)=[O:8])(=[O:4])[CH3:3].[F:24][C:25]1[CH:30]=[CH:29][CH:28]=[C:27]([F:31])[C:26]=1[CH2:32][C:33](O)=[O:34].CN(C(ON1N=NC2C=CC=NC1=2)=[N+](C)C)C.F[P-](F)(F)(F)(F)F.CCN(C(C)C)C(C)C. Product: [C:2]([O:5][CH2:6][C:7]([C:9]1[C:10]([CH:16]2[CH2:21][CH2:20][N:19]([C:33](=[O:34])[CH2:32][C:26]3[C:25]([F:24])=[CH:30][CH:29]=[CH:28][C:27]=3[F:31])[CH2:18][C:17]2([F:22])[F:23])=[N:11][C:12]([CH3:15])=[N:13][CH:14]=1)=[O:8])(=[O:4])[CH3:3]. The catalyst class is: 136. (2) Reactant: CS(C)=O.C=O.[C:7](=O)([O-])[OH:8].[Na+].[OH:12][C:13]1[C:25]([C:26]([F:29])([F:28])[F:27])=[CH:24][CH:23]=[C:22]([CH2:30][O:31][C:32]2[CH:37]=[CH:36][C:35]([C:38]3[CH:43]=[CH:42][C:41]([CH2:44][C:45]([O:47][CH3:48])=[O:46])=[CH:40][CH:39]=3)=[CH:34][CH:33]=2)[C:14]=1[C:15]([O:17][C:18]([CH3:21])([CH3:20])[CH3:19])=[O:16]. Product: [OH:12][C:13]1[C:25]([C:26]([F:28])([F:29])[F:27])=[CH:24][CH:23]=[C:22]([CH2:30][O:31][C:32]2[CH:37]=[CH:36][C:35]([C:38]3[CH:43]=[CH:42][C:41]([CH:44]([C:45]([O:47][CH3:48])=[O:46])[CH2:7][OH:8])=[CH:40][CH:39]=3)=[CH:34][CH:33]=2)[C:14]=1[C:15]([O:17][C:18]([CH3:19])([CH3:20])[CH3:21])=[O:16]. The catalyst class is: 13. (3) Reactant: [H-].[Al+3].[Li+].[H-].[H-].[H-].[CH2:7]([O:16][C:17]1[CH:18]=[C:19]([CH:24]=[C:25]([O:27][CH2:28][CH2:29][CH2:30][CH2:31][CH2:32][CH2:33][CH2:34][CH2:35][CH3:36])[CH:26]=1)[C:20](OC)=[O:21])[CH2:8][CH2:9][CH2:10][CH2:11][CH2:12][CH2:13][CH2:14][CH3:15]. Product: [CH2:28]([O:27][C:25]1[CH:24]=[C:19]([CH:18]=[C:17]([O:16][CH2:7][CH2:8][CH2:9][CH2:10][CH2:11][CH2:12][CH2:13][CH2:14][CH3:15])[CH:26]=1)[CH2:20][OH:21])[CH2:29][CH2:30][CH2:31][CH2:32][CH2:33][CH2:34][CH2:35][CH3:36]. The catalyst class is: 28. (4) Reactant: [NH2:1][C:2]1[CH:3]=[C:4]([S:8]([N:11]([C:18]2[CH:23]=[CH:22][CH:21]=[CH:20][C:19]=2[C:24]([OH:41])([C:37]([F:40])([F:39])[F:38])[C:25]#[C:26][C:27]2[CH:32]=[CH:31][C:30]([S:33]([CH3:36])(=[O:35])=[O:34])=[CH:29][CH:28]=2)[CH2:12][CH2:13][C:14]([F:17])([F:16])[F:15])(=[O:10])=[O:9])[CH:5]=[CH:6][CH:7]=1.N1C=CN=C1.Cl[Si:48]([CH2:53][CH3:54])([CH2:51][CH3:52])[CH2:49][CH3:50]. Product: [NH2:1][C:2]1[CH:3]=[C:4]([S:8]([N:11]([C:18]2[CH:23]=[CH:22][CH:21]=[CH:20][C:19]=2[C:24]([O:41][Si:48]([CH2:53][CH3:54])([CH2:51][CH3:52])[CH2:49][CH3:50])([C:37]([F:40])([F:39])[F:38])[C:25]#[C:26][C:27]2[CH:28]=[CH:29][C:30]([S:33]([CH3:36])(=[O:35])=[O:34])=[CH:31][CH:32]=2)[CH2:12][CH2:13][C:14]([F:17])([F:16])[F:15])(=[O:9])=[O:10])[CH:5]=[CH:6][CH:7]=1. The catalyst class is: 3. (5) Reactant: [NH2:1][C:2]1[C:11]([C:12]([NH:14][C:15]2[CH:20]=[CH:19][N:18]=[CH:17][C:16]=2[N:21]2[CH2:26][CH2:25][CH:24]([C:27]([O:29]C(C)(C)C)=[O:28])[CH2:23][CH2:22]2)=[O:13])=[C:5]2[N:6]=[CH:7][C:8]([F:10])=[CH:9][N:4]2[N:3]=1.C(O)(C(F)(F)F)=O. Product: [NH2:1][C:2]1[C:11]([C:12]([NH:14][C:15]2[CH:20]=[CH:19][N:18]=[CH:17][C:16]=2[N:21]2[CH2:22][CH2:23][CH:24]([C:27]([OH:29])=[O:28])[CH2:25][CH2:26]2)=[O:13])=[C:5]2[N:6]=[CH:7][C:8]([F:10])=[CH:9][N:4]2[N:3]=1. The catalyst class is: 2. (6) Reactant: [F:1][C:2]1[CH:19]=[CH:18][CH:17]=[CH:16][C:3]=1[CH2:4][N:5]1[CH2:10][CH:9]([CH3:11])[CH2:8][CH:7]([C:12]([O:14]C)=[O:13])[CH2:6]1.[Li+].[OH-]. Product: [F:1][C:2]1[CH:19]=[CH:18][CH:17]=[CH:16][C:3]=1[CH2:4][N:5]1[CH2:10][CH:9]([CH3:11])[CH2:8][CH:7]([C:12]([OH:14])=[O:13])[CH2:6]1. The catalyst class is: 20.